From a dataset of Forward reaction prediction with 1.9M reactions from USPTO patents (1976-2016). Predict the product of the given reaction. (1) Given the reactants [Cl:1][C:2]1[N:7]=[C:6]([N:8]([CH2:10][C:11]2[O:12][CH:13]=[CH:14][CH:15]=2)[CH3:9])[C:5]([F:16])=[C:4]([NH:17][NH2:18])[N:3]=1.[CH:19]1([CH2:24][C@H:25]([CH2:29][N:30]([CH:38]=[O:39])[O:31][CH:32]2[CH2:37][CH2:36][CH2:35][CH2:34][O:33]2)[C:26](O)=[O:27])[CH2:23][CH2:22][CH2:21][CH2:20]1.CN1CCOCC1.C1C=NC2N(O)N=NC=2C=1.C(Cl)CCl, predict the reaction product. The product is: [Cl:1][C:2]1[N:3]=[C:4]([NH:17][NH:18][C:26](=[O:27])[C@H:25]([CH2:24][CH:19]2[CH2:20][CH2:21][CH2:22][CH2:23]2)[CH2:29][N:30]([O:31][CH:32]2[CH2:37][CH2:36][CH2:35][CH2:34][O:33]2)[CH:38]=[O:39])[C:5]([F:16])=[C:6]([N:8]([CH2:10][C:11]2[O:12][CH:13]=[CH:14][CH:15]=2)[CH3:9])[N:7]=1. (2) The product is: [CH3:22][Si:21]([N:1]([C:2]1[N:7]=[CH:6][N:5]=[CH:4][N:3]=1)[Si:21]([CH3:24])([CH3:23])[CH3:22])([CH3:24])[CH3:23]. Given the reactants [NH2:1][C:2]1[N:7]=[CH:6][N:5]=[CH:4][N:3]=1.C(N(CC)CC)C.FC(F)(F)S(O[Si:21]([CH3:24])([CH3:23])[CH3:22])(=O)=O, predict the reaction product. (3) Given the reactants [Br:1][C:2]1[CH:7]=[CH:6][C:5]([OH:8])=[CH:4][CH:3]=1.C([O-])([O-])=O.[K+].[K+].Br[CH2:16][C:17]1[CH:22]=[CH:21][CH:20]=[CH:19][CH:18]=1, predict the reaction product. The product is: [CH2:16]([O:8][C:5]1[CH:6]=[CH:7][C:2]([Br:1])=[CH:3][CH:4]=1)[C:17]1[CH:22]=[CH:21][CH:20]=[CH:19][CH:18]=1. (4) Given the reactants [C:1]([N:8]1[CH2:15][CH2:14][CH2:13][C@H:9]1[C:10](O)=[O:11])([O:3][C:4]([CH3:7])([CH3:6])[CH3:5])=[O:2].N1C(F)=NC(F)=NC=1[F:18].N1C=CC=CC=1, predict the reaction product. The product is: [C:4]([O:3][C:1]([N:8]1[CH2:15][CH2:14][CH2:13][C@H:9]1[C:10]([F:18])=[O:11])=[O:2])([CH3:7])([CH3:6])[CH3:5]. (5) The product is: [Br:1][C:2]1[CH:3]=[CH:4][C:5]([CH:8]([NH2:9])[CH3:10])=[N:6][CH:7]=1. Given the reactants [Br:1][C:2]1[CH:3]=[CH:4][C:5]([C:8]#[N:9])=[N:6][CH:7]=1.[CH3:10][Mg+].[Br-].[BH4-].[Na+].[OH-].[Na+], predict the reaction product. (6) Given the reactants Cl[C:2]1[N:12]=[C:11]2[C:5]([N:6]([CH3:17])[C:7](=[O:16])[CH2:8][CH2:9][N:10]2[CH:13]([CH3:15])[CH3:14])=[CH:4][N:3]=1.[NH2:18][C:19]1[CH:35]=[CH:34][C:22]([C:23]([NH:25][CH2:26][CH2:27][N:28]2[CH2:33][CH2:32][O:31][CH2:30][CH2:29]2)=[O:24])=[CH:21][C:20]=1[Cl:36].O.C1(C)C=CC(S(O)(=O)=O)=CC=1.CO, predict the reaction product. The product is: [Cl:36][C:20]1[CH:21]=[C:22]([CH:34]=[CH:35][C:19]=1[NH:18][C:2]1[N:12]=[C:11]2[C:5](=[CH:4][N:3]=1)[N:6]([CH3:17])[C:7](=[O:16])[CH2:8][CH2:9][N:10]2[CH:13]([CH3:15])[CH3:14])[C:23]([NH:25][CH2:26][CH2:27][N:28]1[CH2:33][CH2:32][O:31][CH2:30][CH2:29]1)=[O:24].